Dataset: Full USPTO retrosynthesis dataset with 1.9M reactions from patents (1976-2016). Task: Predict the reactants needed to synthesize the given product. (1) The reactants are: [C:1]1([O:7][CH3:8])[CH:6]=[CH:5][CH:4]=[CH:3][CH:2]=1.[Cl-].[Al+3].[Cl-].[Cl-].[Cl:13][CH2:14][CH2:15][CH2:16][C:17](Cl)=[O:18].O. Given the product [Cl:13][CH2:14][CH2:15][CH2:16][C:17]([C:4]1[CH:5]=[CH:6][C:1]([O:7][CH3:8])=[CH:2][CH:3]=1)=[O:18], predict the reactants needed to synthesize it. (2) Given the product [Br:1][C:2]1[CH:10]=[CH:9][C:5]([CH:6]([C:11]([O:13][C:14]([CH3:17])([CH3:16])[CH3:15])=[O:12])[CH2:7][NH2:8])=[CH:4][CH:3]=1, predict the reactants needed to synthesize it. The reactants are: [Br:1][C:2]1[CH:10]=[CH:9][C:5]([CH2:6][CH2:7][NH2:8])=[CH:4][CH:3]=1.[C:11](O[C:11]([O:13][C:14]([CH3:17])([CH3:16])[CH3:15])=[O:12])([O:13][C:14]([CH3:17])([CH3:16])[CH3:15])=[O:12].C(=O)(O)[O-].[Na+]. (3) Given the product [C:39]1([O:38][C:36](=[O:37])[NH:34][C@H:10]2[C@H:11]([CH2:13][N:14]([CH:31]([CH3:32])[CH3:33])[C:15](=[O:30])[C:16]3[CH:21]=[CH:20][C:19]([O:22][CH3:23])=[C:18]([O:24][CH2:25][CH2:26][CH2:27][O:28][CH3:29])[CH:17]=3)[CH2:12][NH:8][CH2:9]2)[CH:44]=[CH:43][CH:42]=[CH:41][CH:40]=1, predict the reactants needed to synthesize it. The reactants are: C(OC([N:8]1[CH2:12][C@@H:11]([CH2:13][N:14]([CH:31]([CH3:33])[CH3:32])[C:15](=[O:30])[C:16]2[CH:21]=[CH:20][C:19]([O:22][CH3:23])=[C:18]([O:24][CH2:25][CH2:26][CH2:27][O:28][CH3:29])[CH:17]=2)[C@H:10]([NH2:34])[CH2:9]1)=O)(C)(C)C.Cl[C:36]([O:38][C:39]1[CH:44]=[CH:43][CH:42]=[CH:41][CH:40]=1)=[O:37].CC#N.O.CC#N. (4) Given the product [CH3:31][O:30][C:27]1[CH:28]=[C:29]2[C:24](=[CH:25][C:26]=1[O:32][CH3:33])[N:23]=[CH:22][CH:21]=[C:20]2[O:19][C:18]1[C:13]([C:38]2[CH:39]=[CH:40][N:35]=[CH:36][CH:37]=2)=[N:14][C:15]([CH3:34])=[CH:16][CH:17]=1, predict the reactants needed to synthesize it. The reactants are: CN(C)C=O.C(=O)([O-])[O-].[K+].[K+].I[C:13]1[C:18]([O:19][C:20]2[C:29]3[C:24](=[CH:25][C:26]([O:32][CH3:33])=[C:27]([O:30][CH3:31])[CH:28]=3)[N:23]=[CH:22][CH:21]=2)=[CH:17][CH:16]=[C:15]([CH3:34])[N:14]=1.[N:35]1[CH:40]=[CH:39][C:38](B(O)O)=[CH:37][CH:36]=1. (5) Given the product [Br:1][C:2]1[CH:3]=[CH:4][C:5]([CH2:8][S:11]([CH3:10])(=[O:13])=[O:12])=[N:6][CH:7]=1, predict the reactants needed to synthesize it. The reactants are: [Br:1][C:2]1[CH:3]=[CH:4][C:5]([CH2:8]Br)=[N:6][CH:7]=1.[CH3:10][S:11]([O-:13])=[O:12].[Na+]. (6) Given the product [Cl:1][C:2]1[N:3]=[C:4]([N:13]([CH3:14])[CH3:10])[CH:5]=[C:6]([Cl:8])[N:7]=1, predict the reactants needed to synthesize it. The reactants are: [Cl:1][C:2]1[N:7]=[C:6]([Cl:8])[CH:5]=[C:4](Cl)[N:3]=1.[CH:10]([N:13](CC)[CH:14](C)C)(C)C.CNC. (7) Given the product [CH3:17][O:16][C:5]1[CH:4]=[CH:3][C:2]([B:18]2[O:22][C:21]([CH3:24])([CH3:23])[C:20]([CH3:26])([CH3:25])[O:19]2)=[CH:7][C:6]=1[NH:8][C:9](=[O:15])[O:10][C:11]([CH3:14])([CH3:13])[CH3:12], predict the reactants needed to synthesize it. The reactants are: Br[C:2]1[CH:3]=[CH:4][C:5]([O:16][CH3:17])=[C:6]([NH:8][C:9](=[O:15])[O:10][C:11]([CH3:14])([CH3:13])[CH3:12])[CH:7]=1.[B:18]1([B:18]2[O:22][C:21]([CH3:24])([CH3:23])[C:20]([CH3:26])([CH3:25])[O:19]2)[O:22][C:21]([CH3:24])([CH3:23])[C:20]([CH3:26])([CH3:25])[O:19]1.ClCCl.C([O-])(=O)C.[K+]. (8) Given the product [CH2:20]([N:23]1[C:10](=[O:12])[CH:2]([CH2:3][C:4]2[CH:5]=[CH:6][CH:7]=[CH:8][CH:9]=2)[NH:1][C:24]1=[S:25])[CH:21]=[CH2:22], predict the reactants needed to synthesize it. The reactants are: [NH2:1][C@H:2]([C:10]([OH:12])=O)[CH2:3][C:4]1[CH:9]=[CH:8][CH:7]=[CH:6][CH:5]=1.C(N(CC)CC)C.[CH2:20]([N:23]=[C:24]=[S:25])[CH:21]=[CH2:22].Cl. (9) Given the product [CH3:10][C:4]1[CH:3]=[C:2]([C:13]2[CH:12]=[N:11][CH:16]=[CH:15][CH:14]=2)[C:8]([CH3:9])=[CH:7][C:5]=1[NH2:6], predict the reactants needed to synthesize it. The reactants are: Br[C:2]1[C:8]([CH3:9])=[CH:7][C:5]([NH2:6])=[C:4]([CH3:10])[CH:3]=1.[N:11]1[CH:16]=[CH:15][CH:14]=[C:13](B(O)O)[CH:12]=1.C1(P(C2CCCCC2)C2C=CC=CC=2C2C(OC)=CC=CC=2OC)CCCCC1.C([O-])([O-])=O.[Na+].[Na+].